From a dataset of Full USPTO retrosynthesis dataset with 1.9M reactions from patents (1976-2016). Predict the reactants needed to synthesize the given product. (1) Given the product [CH2:1]([O:3][C:4]1[N:14]=[CH:13][C:12]([S:15]([N:18]2[CH2:23][CH2:22][N:21]([CH2:24][CH3:25])[CH2:20][CH2:19]2)(=[O:16])=[O:17])=[CH:11][C:5]=1[C:6]([OH:8])=[O:7])[CH3:2], predict the reactants needed to synthesize it. The reactants are: [CH2:1]([O:3][C:4]1[N:14]=[CH:13][C:12]([S:15]([N:18]2[CH2:23][CH2:22][N:21]([CH2:24][CH3:25])[CH2:20][CH2:19]2)(=[O:17])=[O:16])=[CH:11][C:5]=1[C:6]([O:8]CC)=[O:7])[CH3:2].[OH-].[Na+]. (2) Given the product [C:1]1([C:7]2[C:8]([N:25]3[CH2:26][CH2:27][N:28]([C:31]([O:33][C:34]([CH3:37])([CH3:36])[CH3:35])=[O:32])[CH2:29][CH2:30]3)=[C:9]3[CH:15]=[CH:14][NH:13][C:10]3=[N:11][CH:12]=2)[CH:2]=[CH:3][CH:4]=[CH:5][CH:6]=1, predict the reactants needed to synthesize it. The reactants are: [C:1]1([C:7]2[C:8]([N:25]3[CH2:30][CH2:29][N:28]([C:31]([O:33][C:34]([CH3:37])([CH3:36])[CH3:35])=[O:32])[CH2:27][CH2:26]3)=[C:9]3[CH:15]=[CH:14][N:13](S(C4C=CC=CC=4)(=O)=O)[C:10]3=[N:11][CH:12]=2)[CH:6]=[CH:5][CH:4]=[CH:3][CH:2]=1.C1COCC1.CO.[Li+].[OH-]. (3) Given the product [Cl:12][C:3]1[CH:2]=[N:1][C:10]2[C:5]([C:4]=1[OH:11])=[CH:6][N:7]=[CH:8][CH:9]=2, predict the reactants needed to synthesize it. The reactants are: [N:1]1[C:10]2[C:5](=[CH:6][N:7]=[CH:8][CH:9]=2)[C:4]([OH:11])=[CH:3][CH:2]=1.[Cl:12][O-].[Na+].C(O)(=O)C. (4) Given the product [Cl:34][C:31]1[CH:32]=[CH:33][C:28]([CH2:27][N:23]2[C:24]3[C:20](=[CH:19][C:18](/[CH:17]=[C:14]4/[C:15](=[O:16])[N:11]([CH2:10][C:7]5[O:6][C:5]([C:3]([OH:4])=[O:2])=[CH:9][CH:8]=5)[C:12](=[O:39])[S:13]/4)=[CH:26][CH:25]=3)[CH:21]=[N:22]2)=[C:29]([C:35]([F:38])([F:37])[F:36])[CH:30]=1, predict the reactants needed to synthesize it. The reactants are: C[O:2][C:3]([C:5]1[O:6][C:7]([CH2:10][N:11]2[C:15](=[O:16])/[C:14](=[CH:17]/[C:18]3[CH:19]=[C:20]4[C:24](=[CH:25][CH:26]=3)[N:23]([CH2:27][C:28]3[CH:33]=[CH:32][C:31]([Cl:34])=[CH:30][C:29]=3[C:35]([F:38])([F:37])[F:36])[N:22]=[CH:21]4)/[S:13][C:12]2=[O:39])=[CH:8][CH:9]=1)=[O:4].C(CN)O. (5) Given the product [CH2:1]([N:9]1[CH2:22][CH2:21][C:20]2[C:19]3[CH:18]=[C:17]([O:23][C:24]4[CH:29]=[CH:28][CH:27]=[CH:26][CH:25]=4)[CH:16]=[CH:15][C:14]=3[NH:13][C:12]=2[CH2:11][CH2:10]1)[C:2]1[CH:3]=[CH:4][CH:5]=[CH:6][CH:7]=1, predict the reactants needed to synthesize it. The reactants are: [C:1]([N:9]1[CH2:22][CH2:21][C:20]2[C:19]3[CH:18]=[C:17]([O:23][C:24]4[CH:29]=[CH:28][CH:27]=[CH:26][CH:25]=4)[CH:16]=[CH:15][C:14]=3[NH:13][C:12]=2[CH2:11][CH2:10]1)(=O)[C:2]1[CH:7]=[CH:6][CH:5]=[CH:4][CH:3]=1.[H-].[Al+3].[Li+].[H-].[H-].[H-].O.[OH-].[Na+]. (6) Given the product [NH2:10][C:5]1[C:4]([C:1]2[O:3][N:35]=[C:18]([C:19]([O:21][CH2:22][CH3:23])=[O:20])[CH:2]=2)=[CH:9][CH:8]=[CH:7][N:6]=1, predict the reactants needed to synthesize it. The reactants are: [C:1]([C:4]1[C:5]([NH:10]C(=O)OC(C)(C)C)=[N:6][CH:7]=[CH:8][CH:9]=1)(=[O:3])[CH3:2].[C:18](OCC)(=O)[C:19]([O:21][CH2:22][CH3:23])=[O:20].CC(C)([O-])C.[K+].Cl.[NH2:35]O. (7) The reactants are: [CH2:1]([O:3][C:4](=[O:23])[C:5]1[CH:10]=[CH:9][C:8]([N:11]2[C:19]3[C:14](=[CH:15][C:16](N)=[CH:17][CH:18]=3)[C:13]([C:21]#[N:22])=[CH:12]2)=[CH:7][CH:6]=1)[CH3:2].[CH3:24][S:25](Cl)(=[O:27])=[O:26].[N:29]1C=CC=CC=1.Cl. Given the product [CH2:1]([O:3][C:4](=[O:23])[C:5]1[CH:6]=[CH:7][C:8]([N:11]2[C:19]3[C:14](=[CH:15][CH:16]=[C:17]([NH:29][S:25]([CH3:24])(=[O:27])=[O:26])[CH:18]=3)[C:13]([C:21]#[N:22])=[CH:12]2)=[CH:9][CH:10]=1)[CH3:2], predict the reactants needed to synthesize it.